Task: Regression. Given two drug SMILES strings and cell line genomic features, predict the synergy score measuring deviation from expected non-interaction effect.. Dataset: NCI-60 drug combinations with 297,098 pairs across 59 cell lines (1) Drug 1: CC1C(C(CC(O1)OC2CC(CC3=C2C(=C4C(=C3O)C(=O)C5=C(C4=O)C(=CC=C5)OC)O)(C(=O)C)O)N)O.Cl. Drug 2: C(CCl)NC(=O)N(CCCl)N=O. Cell line: HOP-92. Synergy scores: CSS=32.7, Synergy_ZIP=-9.01, Synergy_Bliss=2.09, Synergy_Loewe=-13.8, Synergy_HSA=3.46. (2) Drug 1: CC12CCC3C(C1CCC2=O)CC(=C)C4=CC(=O)C=CC34C. Drug 2: C1=CN(C=N1)CC(O)(P(=O)(O)O)P(=O)(O)O. Cell line: RPMI-8226. Synergy scores: CSS=19.9, Synergy_ZIP=-13.8, Synergy_Bliss=-22.7, Synergy_Loewe=-23.7, Synergy_HSA=-24.4. (3) Drug 1: CCC1=CC2CC(C3=C(CN(C2)C1)C4=CC=CC=C4N3)(C5=C(C=C6C(=C5)C78CCN9C7C(C=CC9)(C(C(C8N6C)(C(=O)OC)O)OC(=O)C)CC)OC)C(=O)OC.C(C(C(=O)O)O)(C(=O)O)O. Drug 2: C1CN(P(=O)(OC1)NCCCl)CCCl. Cell line: 786-0. Synergy scores: CSS=25.6, Synergy_ZIP=1.25, Synergy_Bliss=2.88, Synergy_Loewe=-38.3, Synergy_HSA=2.53. (4) Drug 1: COC1=C(C=C2C(=C1)N=CN=C2NC3=CC(=C(C=C3)F)Cl)OCCCN4CCOCC4. Drug 2: N.N.Cl[Pt+2]Cl. Cell line: CCRF-CEM. Synergy scores: CSS=14.3, Synergy_ZIP=-1.99, Synergy_Bliss=-1.46, Synergy_Loewe=0.187, Synergy_HSA=0.0918.